This data is from NCI-60 drug combinations with 297,098 pairs across 59 cell lines. The task is: Regression. Given two drug SMILES strings and cell line genomic features, predict the synergy score measuring deviation from expected non-interaction effect. Drug 1: CS(=O)(=O)C1=CC(=C(C=C1)C(=O)NC2=CC(=C(C=C2)Cl)C3=CC=CC=N3)Cl. Drug 2: CC1=C(N=C(N=C1N)C(CC(=O)N)NCC(C(=O)N)N)C(=O)NC(C(C2=CN=CN2)OC3C(C(C(C(O3)CO)O)O)OC4C(C(C(C(O4)CO)O)OC(=O)N)O)C(=O)NC(C)C(C(C)C(=O)NC(C(C)O)C(=O)NCCC5=NC(=CS5)C6=NC(=CS6)C(=O)NCCC[S+](C)C)O. Cell line: OVCAR-4. Synergy scores: CSS=1.21, Synergy_ZIP=-4.35, Synergy_Bliss=-7.71, Synergy_Loewe=-8.56, Synergy_HSA=-6.81.